From a dataset of Full USPTO retrosynthesis dataset with 1.9M reactions from patents (1976-2016). Predict the reactants needed to synthesize the given product. (1) Given the product [CH:23]([N:15]1[C:16]2[C:21](=[CH:20][C:19]([Cl:22])=[CH:18][CH:17]=2)[C:13]([CH2:12][CH2:11][NH:10][C:7]2[CH:8]=[CH:9][C:4]([C:3]([OH:39])=[O:2])=[CH:5][CH:6]=2)=[C:14]1[CH2:36][CH2:37][NH:38][S:48]([C:43]1[CH:44]=[CH:45][CH:46]=[CH:47][C:42]=1[O:41][CH3:40])(=[O:50])=[O:49])([C:24]1[CH:25]=[CH:26][CH:27]=[CH:28][CH:29]=1)[C:30]1[CH:31]=[CH:32][CH:33]=[CH:34][CH:35]=1, predict the reactants needed to synthesize it. The reactants are: C[O:2][C:3](=[O:39])[C:4]1[CH:9]=[CH:8][C:7]([NH:10][CH2:11][CH2:12][C:13]2[C:21]3[C:16](=[CH:17][CH:18]=[C:19]([Cl:22])[CH:20]=3)[N:15]([CH:23]([C:30]3[CH:35]=[CH:34][CH:33]=[CH:32][CH:31]=3)[C:24]3[CH:29]=[CH:28][CH:27]=[CH:26][CH:25]=3)[C:14]=2[CH2:36][CH2:37][NH2:38])=[CH:6][CH:5]=1.[CH3:40][O:41][C:42]1[CH:47]=[CH:46][CH:45]=[CH:44][C:43]=1[S:48](Cl)(=[O:50])=[O:49]. (2) Given the product [C:1]([C:3]1[CH:4]=[CH:5][C:6]([C:7]([N:9]2[CH2:15][C@H:14]([NH:16][C:17](=[O:29])[C@@H:18]([NH:20][CH3:21])[CH3:19])[C:13](=[O:30])[N:12]([CH2:31][C:32]3[C:41]4[C:36](=[CH:37][CH:38]=[CH:39][CH:40]=4)[CH:35]=[CH:34][C:33]=3[O:42][CH:43]([F:44])[F:45])[C:11]3[CH:46]=[CH:47][CH:48]=[CH:49][C:10]2=3)=[O:8])=[CH:50][CH:51]=1)#[N:2], predict the reactants needed to synthesize it. The reactants are: [C:1]([C:3]1[CH:51]=[CH:50][C:6]([C:7]([N:9]2[CH2:15][C@H:14]([NH:16][C:17](=[O:29])[C@@H:18]([N:20](C)[C:21](=O)OC(C)(C)C)[CH3:19])[C:13](=[O:30])[N:12]([CH2:31][C:32]3[C:41]4[C:36](=[CH:37][CH:38]=[CH:39][CH:40]=4)[CH:35]=[CH:34][C:33]=3[O:42][CH:43]([F:45])[F:44])[C:11]3[CH:46]=[CH:47][CH:48]=[CH:49][C:10]2=3)=[O:8])=[CH:5][CH:4]=1)#[N:2].Cl. (3) Given the product [C:26]([N:27]1[CH2:7][CH:6]([NH:3][S:21]([C:9]2[CH:10]=[CH:11][C:12]3[O:13][C:14]4[CH:20]=[CH:19][CH:18]=[CH:17][C:15]=4[C:16]=3[CH:8]=2)(=[O:23])=[O:22])[CH2:28]1)#[N:25], predict the reactants needed to synthesize it. The reactants are: CC[N:3]([CH2:6][CH3:7])CC.[CH:8]1[C:16]2[C:15]3[CH:17]=[CH:18][CH:19]=[CH:20][C:14]=3[O:13][C:12]=2[CH:11]=[CH:10][C:9]=1[S:21](Cl)(=[O:23])=[O:22].[N:25]#[C:26][NH2:27].[C:28](O)(C(F)(F)F)=O.BrC#N. (4) Given the product [Br:1][C:2]1[CH:3]=[CH:4][C:5]([F:11])=[C:6]([C:8](=[O:10])[CH3:9])[CH:7]=1, predict the reactants needed to synthesize it. The reactants are: [Br:1][C:2]1[CH:3]=[CH:4][C:5]([F:11])=[C:6]([CH:8]([OH:10])[CH3:9])[CH:7]=1.[Cr](O[Cr]([O-])(=O)=O)([O-])(=O)=O. (5) Given the product [Cl:1][C:2]1[CH:3]=[CH:4][C:5]2[O:9][C:8]([C:10]3[CH:11]=[C:12]([C:16]4([CH3:23])[NH:21][C:20](=[S:34])[CH2:19][O:18][CH2:17]4)[CH:13]=[CH:14][CH:15]=3)=[N:7][C:6]=2[CH:24]=1, predict the reactants needed to synthesize it. The reactants are: [Cl:1][C:2]1[CH:3]=[CH:4][C:5]2[O:9][C:8]([C:10]3[CH:11]=[C:12]([C:16]4([CH3:23])[NH:21][C:20](=O)[CH2:19][O:18][CH2:17]4)[CH:13]=[CH:14][CH:15]=3)=[N:7][C:6]=2[CH:24]=1.COC1C=CC(P2(SP(C3C=CC(OC)=CC=3)(=S)S2)=[S:34])=CC=1. (6) Given the product [CH3:14][NH:17][C:18]([C:20]1[C:22]2[CH:27]=[C:26]([C:28]#[N:29])[CH:25]=[CH:24][C:23]=2[O:30][C:31]=1[C:32]1[CH:38]=[CH:37][CH:36]=[CH:35][CH:34]=1)=[O:44], predict the reactants needed to synthesize it. The reactants are: C(P(C(C)(C)C)C(C)(C)C)(C)(C)C.[CH:14]([NH:17][CH:18]([CH3:20])C)(C)C.Br[C:22]1[CH:27]=[C:26]([C:28]#[N:29])[CH:25]=[CH:24][C:23]=1[O:30][C:31](=O)[CH3:32].[C:34]1(C#C)C=[CH:38][CH:37]=[CH:36][CH:35]=1.C(OCC)(=[O:44])C. (7) Given the product [OH:16][C@@H:18]1[CH2:19][C:20]2[C:25](=[CH:24][CH:23]=[CH:22][CH:21]=2)[C@H:17]1[O:1][C:2]1[C:3]2[N:4]([C:11]([CH3:15])=[C:12]([CH3:14])[N:13]=2)[CH:5]=[C:6]([CH2:8][O:9][CH3:10])[CH:7]=1, predict the reactants needed to synthesize it. The reactants are: [OH:1][C:2]1[C:3]2[N:4]([C:11]([CH3:15])=[C:12]([CH3:14])[N:13]=2)[CH:5]=[C:6]([CH2:8][O:9][CH3:10])[CH:7]=1.[O:16]1[CH:18]2[CH2:19][C:20]3[C:25]([CH:17]12)=[CH:24][CH:23]=[CH:22][CH:21]=3.C(N(CC)CC)C.[Cl-].[NH4+].